The task is: Predict which catalyst facilitates the given reaction.. This data is from Catalyst prediction with 721,799 reactions and 888 catalyst types from USPTO. (1) Product: [CH:7]12[CH2:13][CH:10]([CH:11]=[CH:12]1)[CH:9]=[C:8]2[P:26]([C:33]1[CH:34]=[CH:35][CH:36]=[CH:37][CH:38]=1)[C:27]1[CH:32]=[CH:31][CH:30]=[CH:29][CH:28]=1. Reactant: CC(C)([O-])C.[K+].[C:7]12[CH2:13][C:10]([CH2:11][CH2:12]1)=[CH:9][CH:8]=2.C([Li])CCC.CCCCCC.Cl[P:26]([C:33]1[CH:38]=[CH:37][CH:36]=[CH:35][CH:34]=1)[C:27]1[CH:32]=[CH:31][CH:30]=[CH:29][CH:28]=1.[Cl-].[NH4+]. The catalyst class is: 1. (2) Reactant: [N:1]1[CH:6]=[CH:5][C:4]([C:7]2[N:11]=[C:10]([CH2:12][NH:13][C:14]([C:16]3[CH:25]=[CH:24][C:19]([C:20]([O:22]C)=[O:21])=[CH:18][CH:17]=3)=[O:15])[NH:9][N:8]=2)=[CH:3][CH:2]=1.[Li+].[OH-]. Product: [N:1]1[CH:6]=[CH:5][C:4]([C:7]2[N:11]=[C:10]([CH2:12][NH:13][C:14]([C:16]3[CH:25]=[CH:24][C:19]([C:20]([OH:22])=[O:21])=[CH:18][CH:17]=3)=[O:15])[NH:9][N:8]=2)=[CH:3][CH:2]=1. The catalyst class is: 1. (3) The catalyst class is: 3. Reactant: C(=O)([O-])[O-].[K+].[K+].[C:7]([CH:10]1[CH2:18][C:17]2[C:12](=[CH:13][CH:14]=[C:15]([F:19])[CH:16]=2)[C:11]1=[O:20])(=[O:9])[CH3:8].[CH2:21](I)[CH3:22]. Product: [C:7]([C:10]1([CH2:21][CH3:22])[CH2:18][C:17]2[C:12](=[CH:13][CH:14]=[C:15]([F:19])[CH:16]=2)[C:11]1=[O:20])(=[O:9])[CH3:8].